From a dataset of Reaction yield outcomes from USPTO patents with 853,638 reactions. Predict the reaction yield, written as a fraction of the theoretical maximum amount of product (1.0 means a 100% yield; for example, 0.34 means a 34% yield). (1) The reactants are [Cl-].O[NH3+:3].[C:4](=[O:7])([O-])[OH:5].[Na+].CS(C)=O.[CH3:13][C:14]1([CH3:51])[CH2:18][C:17]2[CH:19]=[CH:20][CH:21]=[C:22]([O:23][C:24]3[C:29](=[O:30])[N:28]([CH2:31][C:32]4[CH:37]=[CH:36][C:35]([C:38]5[C:39]([C:44]#[N:45])=[CH:40][CH:41]=[CH:42][CH:43]=5)=[CH:34][CH:33]=4)[C:27]([CH2:46][CH2:47][CH3:48])=[N:26][C:25]=3[CH2:49][CH3:50])[C:16]=2[O:15]1. The catalyst is C(OCC)(=O)C. The product is [CH3:51][C:14]1([CH3:13])[CH2:18][C:17]2[CH:19]=[CH:20][CH:21]=[C:22]([O:23][C:24]3[C:29](=[O:30])[N:28]([CH2:31][C:32]4[CH:37]=[CH:36][C:35]([C:38]5[CH:43]=[CH:42][CH:41]=[CH:40][C:39]=5[C:44]5[NH:3][C:4](=[O:7])[O:5][N:45]=5)=[CH:34][CH:33]=4)[C:27]([CH2:46][CH2:47][CH3:48])=[N:26][C:25]=3[CH2:49][CH3:50])[C:16]=2[O:15]1. The yield is 0.490. (2) The reactants are [F:1][C:2]1[CH:7]=[CH:6][CH:5]=[C:4]([F:8])[C:3]=1[N:9]1[C:14]2[N:15]=[C:16]([S:29][CH3:30])[N:17]=[C:18]([C:19]3[CH:20]=[C:21]([CH:25]=[CH:26][C:27]=3[CH3:28])[C:22](O)=[O:23])[C:13]=2[CH2:12][NH:11][C:10]1=[O:31].[CH:32]([NH2:35])([CH3:34])[CH3:33].CN(C(ON1N=NC2C=CC=NC1=2)=[N+](C)C)C.F[P-](F)(F)(F)(F)F.C(N(C(C)C)CC)(C)C. The catalyst is C(Cl)Cl.O. The product is [F:1][C:2]1[CH:7]=[CH:6][CH:5]=[C:4]([F:8])[C:3]=1[N:9]1[C:14]2[N:15]=[C:16]([S:29][CH3:30])[N:17]=[C:18]([C:19]3[CH:20]=[C:21]([CH:25]=[CH:26][C:27]=3[CH3:28])[C:22]([NH:35][CH:32]([CH3:34])[CH3:33])=[O:23])[C:13]=2[CH2:12][NH:11][C:10]1=[O:31]. The yield is 0.970.